From a dataset of Peptide-MHC class I binding affinity with 185,985 pairs from IEDB/IMGT. Regression. Given a peptide amino acid sequence and an MHC pseudo amino acid sequence, predict their binding affinity value. This is MHC class I binding data. (1) The peptide sequence is IIFLKLFKK. The MHC is HLA-A33:01 with pseudo-sequence HLA-A33:01. The binding affinity (normalized) is 0.854. (2) The peptide sequence is HQDDGQPRL. The MHC is HLA-A02:19 with pseudo-sequence HLA-A02:19. The binding affinity (normalized) is 0.0847. (3) The MHC is HLA-B40:01 with pseudo-sequence HLA-B40:01. The peptide sequence is EDFLLMYEM. The binding affinity (normalized) is 0.1000. (4) The peptide sequence is GYAFEHIVY. The MHC is HLA-A26:01 with pseudo-sequence HLA-A26:01. The binding affinity (normalized) is 0.114. (5) The peptide sequence is KQLELFWVI. The MHC is HLA-B39:01 with pseudo-sequence HLA-B39:01. The binding affinity (normalized) is 0.834. (6) The peptide sequence is ARVAASLAK. The MHC is HLA-A02:12 with pseudo-sequence HLA-A02:12. The binding affinity (normalized) is 0.0847. (7) The peptide sequence is STDDCFANK. The MHC is HLA-A31:01 with pseudo-sequence HLA-A31:01. The binding affinity (normalized) is 0.280. (8) The peptide sequence is YISQFSYKEL. The MHC is HLA-A02:06 with pseudo-sequence HLA-A02:06. The binding affinity (normalized) is 0.330. (9) The peptide sequence is IRQVLFLEKI. The MHC is HLA-B27:05 with pseudo-sequence HLA-B27:05. The binding affinity (normalized) is 0.460. (10) The peptide sequence is SRKASNTIL. The MHC is HLA-B15:01 with pseudo-sequence HLA-B15:01. The binding affinity (normalized) is 0.0847.